Dataset: Full USPTO retrosynthesis dataset with 1.9M reactions from patents (1976-2016). Task: Predict the reactants needed to synthesize the given product. (1) Given the product [F:13][C:14]1[CH:19]=[C:18]([I:21])[C:17]([F:20])=[CH:16][N:15]=1, predict the reactants needed to synthesize it. The reactants are: [Li]CCCC.C(NC(C)C)(C)C.[F:13][C:14]1[CH:19]=[CH:18][C:17]([F:20])=[CH:16][N:15]=1.[I:21]I.S(=O)(O)[O-].[Na+]. (2) Given the product [CH3:44][C:42]1[CH2:43][N:39]([C:37]([O:36][C:32]([CH3:33])([CH3:34])[CH3:35])=[O:38])[C@H:40]([C:45]([O:47][CH2:13][C:12]([C:7]2[CH:6]=[CH:5][C:4]3[C:9](=[CH:10][CH:11]=[C:2]([Br:1])[CH:3]=3)[CH:8]=2)=[O:15])=[O:46])[CH:41]=1, predict the reactants needed to synthesize it. The reactants are: [Br:1][C:2]1[CH:3]=[C:4]2[C:9](=[CH:10][CH:11]=1)[CH:8]=[C:7]([C:12](=[O:15])[CH2:13]Cl)[CH:6]=[CH:5]2.BrC1C=CC2C(=CC=CC=2)C=1.ClCC(Cl)=O.[C:32]([O:36][C:37]([N:39]1[CH2:43][C:42]([CH3:44])=[CH:41][C@H:40]1[C:45]([OH:47])=[O:46])=[O:38])([CH3:35])([CH3:34])[CH3:33].C(N(CC)C(C)C)(C)C. (3) Given the product [CH3:23][O:22][C:20]1[C:19]([O:24][CH3:25])=[CH:18][C:17]2[C:7]3[C:6](=[C:5]4[CH:4]=[C:3]5[O:2][CH2:1][O:13][C:12]5=[CH:11][C:10]4=[N:9][CH:8]=3)[N:14]([CH2:28][CH2:29][N:30]3[CH2:34][CH2:33][CH2:32][CH2:31]3)[C:15](=[O:27])[C:16]=2[CH:21]=1, predict the reactants needed to synthesize it. The reactants are: [CH2:1]1[O:13][C:12]2[CH:11]=[C:10]3[C:5]([C:6]([N:14]([CH2:28][CH2:29][N:30]4[CH2:34][CH2:33][CH2:32][CH2:31]4)[C:15](=[O:27])[C:16]4[CH:21]=[C:20]([O:22][CH3:23])[C:19]([O:24][CH3:25])=[CH:18][C:17]=4I)=[CH:7][CH:8]=[N:9]3)=[CH:4][C:3]=2[O:2]1. (4) Given the product [C:16]1([S:22][CH2:23][CH2:24][N:26]2[C:34]3[C:29](=[CH:30][C:31]([S:35]([NH2:38])(=[O:37])=[O:36])=[CH:32][CH:33]=3)[CH2:28][CH2:27]2)[CH:21]=[CH:20][CH:19]=[CH:18][CH:17]=1, predict the reactants needed to synthesize it. The reactants are: C(N1C2C(=CC(S(N)(=O)=O)=CC=2)CC1)C.[C:16]1([S:22][CH2:23][C:24]([N:26]2[C:34]3[C:29](=[CH:30][C:31]([S:35]([NH2:38])(=[O:37])=[O:36])=[CH:32][CH:33]=3)[CH2:28][CH2:27]2)=O)[CH:21]=[CH:20][CH:19]=[CH:18][CH:17]=1. (5) The reactants are: C([NH:8][C@@H:9]([C:17]([N:19]1[CH2:24][CH2:23][CH:22]([CH:25]2[CH2:30][CH2:29][N:28]([CH3:31])[CH2:27][CH2:26]2)[CH2:21][CH2:20]1)=[O:18])[CH2:10][CH:11]1[CH2:16][CH2:15][CH2:14][CH2:13][CH2:12]1)(OC(C)(C)C)=O.C1(OC)C=CC=CC=1.[ClH:40]. Given the product [ClH:40].[ClH:40].[CH:11]1([CH2:10][C@H:9]([C:17]([N:19]2[CH2:20][CH2:21][CH:22]([CH:25]3[CH2:26][CH2:27][N:28]([CH3:31])[CH2:29][CH2:30]3)[CH2:23][CH2:24]2)=[O:18])[NH2:8])[CH2:16][CH2:15][CH2:14][CH2:13][CH2:12]1, predict the reactants needed to synthesize it. (6) Given the product [CH2:16]([C:14]1[S:13][C:11]2[N:12]=[C:7]([C:1]3[CH:6]=[CH:5][CH:4]=[CH:3][CH:2]=3)[N:8]=[C:9]([NH2:24])[C:10]=2[CH:15]=1)[CH2:17][C:18]1[CH:19]=[CH:20][CH:21]=[CH:22][CH:23]=1, predict the reactants needed to synthesize it. The reactants are: [C:1]1([C:7]2[N:8]=[C:9]([NH2:24])[C:10]3[CH:15]=[C:14]([CH:16]=[CH:17][C:18]4[CH:23]=[CH:22][CH:21]=[CH:20][CH:19]=4)[S:13][C:11]=3[N:12]=2)[CH:6]=[CH:5][CH:4]=[CH:3][CH:2]=1.